This data is from Forward reaction prediction with 1.9M reactions from USPTO patents (1976-2016). The task is: Predict the product of the given reaction. (1) Given the reactants [F:1][C:2]1[C:3]([OH:11])=[C:4]([C:7]([F:10])=[CH:8][CH:9]=1)[CH:5]=[O:6].IC.[C:14]([O-])([O-])=O.[K+].[K+].CCOCC, predict the reaction product. The product is: [F:1][C:2]1[C:3]([O:11][CH3:14])=[C:4]([C:7]([F:10])=[CH:8][CH:9]=1)[CH:5]=[O:6]. (2) Given the reactants [CH2:1]([NH2:3])[CH3:2].[F:4][C:5]1[C:31]([F:32])=[CH:30][CH:29]=[CH:28][C:6]=1[CH2:7][S:8][C:9]1[N:14]=[C:13]([NH:15][S:16]([N:19]2[CH2:24][CH2:23][C:22](=O)[CH2:21][CH2:20]2)(=[O:18])=[O:17])[CH:12]=[C:11]([O:26][CH3:27])[N:10]=1.C(O[BH-](OC(=O)C)OC(=O)C)(=O)C.[Na+].[OH-].[Na+].Cl, predict the reaction product. The product is: [F:4][C:5]1[C:31]([F:32])=[CH:30][CH:29]=[CH:28][C:6]=1[CH2:7][S:8][C:9]1[N:14]=[C:13]([NH:15][S:16]([N:19]2[CH2:20][CH2:21][CH:22]([NH:3][CH2:1][CH3:2])[CH2:23][CH2:24]2)(=[O:17])=[O:18])[CH:12]=[C:11]([O:26][CH3:27])[N:10]=1. (3) The product is: [Cl:1][C:2]1[CH:7]=[C:6]([C:8]([F:11])([F:10])[F:9])[CH:5]=[C:4]([N:12]2[CH:16]=[C:15]([CH3:17])[N:14]=[CH:13]2)[C:3]=1[NH2:18]. Given the reactants [Cl:1][C:2]1[C:3]([N+:18]([O-])=O)=[C:4]([N:12]2[CH:16]=[C:15]([CH3:17])[N:14]=[CH:13]2)[CH:5]=[C:6]([C:8]([F:11])([F:10])[F:9])[CH:7]=1.[OH-].[Na+], predict the reaction product. (4) The product is: [CH:17]([S:30]([CH2:32][C:33]([N:7]1[CH:6]([CH3:8])[CH2:5][N:4]([CH2:9][CH:10]2[CH2:15][CH2:14][N:13]([CH3:16])[CH2:12][CH2:11]2)[CH2:3][CH:2]1[CH3:1])=[O:34])=[O:31])([C:24]1[CH:25]=[CH:26][CH:27]=[CH:28][CH:29]=1)[C:18]1[CH:23]=[CH:22][CH:21]=[CH:20][CH:19]=1. Given the reactants [CH3:1][CH:2]1[NH:7][CH:6]([CH3:8])[CH2:5][N:4]([CH2:9][CH:10]2[CH2:15][CH2:14][N:13]([CH3:16])[CH2:12][CH2:11]2)[CH2:3]1.[CH:17]([S:30]([CH2:32][C:33](O)=[O:34])=[O:31])([C:24]1[CH:29]=[CH:28][CH:27]=[CH:26][CH:25]=1)[C:18]1[CH:23]=[CH:22][CH:21]=[CH:20][CH:19]=1.Cl.C(N=C=NCCCN(C)C)C, predict the reaction product. (5) Given the reactants [CH2:1]([O:3][C:4]([C:6]1[C:7]([C:14]2[CH:19]=[CH:18][N:17]=[CH:16][CH:15]=2)=[N:8][NH:9][C:10]=1[CH:11]1[CH2:13][CH2:12]1)=[O:5])[CH3:2].[F:20][C:21]([F:33])([F:32])[O:22][C:23]1[CH:24]=[C:25](B(O)O)[CH:26]=[CH:27][CH:28]=1, predict the reaction product. The product is: [CH2:1]([O:3][C:4]([C:6]1[C:7]([C:14]2[CH:15]=[CH:16][N:17]=[CH:18][CH:19]=2)=[N:8][N:9]([C:25]2[CH:26]=[CH:27][CH:28]=[C:23]([O:22][C:21]([F:20])([F:32])[F:33])[CH:24]=2)[C:10]=1[CH:11]1[CH2:12][CH2:13]1)=[O:5])[CH3:2]. (6) Given the reactants [NH2:1][C@H:2]([CH2:7][CH3:8])[CH2:3][C:4]([OH:6])=[O:5].Br[C:10]1[CH:15]=[CH:14][C:13]([C:16]([F:19])([F:18])[F:17])=[CH:12][CH:11]=1.C(=O)([O-])[O-].[K+].[K+].Cl, predict the reaction product. The product is: [F:17][C:16]([F:19])([F:18])[C:13]1[CH:14]=[CH:15][C:10]([NH:1][C@H:2]([CH2:7][CH3:8])[CH2:3][C:4]([OH:6])=[O:5])=[CH:11][CH:12]=1. (7) Given the reactants [CH3:1][O:2][C:3]1[CH:4]=[C:5]([C:9]2[CH:17]=[CH:16][CH:15]=[C:14]3[C:10]=2[CH2:11][C:12](=[O:18])[NH:13]3)[CH:6]=[CH:7][CH:8]=1.[N:19]1([CH2:24][CH2:25][NH:26][C:27]([C:29]2[C:33]([CH3:34])=[C:32]([CH:35]=O)[NH:31][C:30]=2[CH3:37])=[O:28])[CH:23]=[CH:22][N:21]=[N:20]1, predict the reaction product. The product is: [N:19]1([CH2:24][CH2:25][NH:26][C:27]([C:29]2[C:33]([CH3:34])=[C:32]([CH:35]=[C:11]3[C:10]4[C:14](=[CH:15][CH:16]=[CH:17][C:9]=4[C:5]4[CH:6]=[CH:7][CH:8]=[C:3]([O:2][CH3:1])[CH:4]=4)[NH:13][C:12]3=[O:18])[NH:31][C:30]=2[CH3:37])=[O:28])[CH:23]=[CH:22][N:21]=[N:20]1.